From a dataset of Forward reaction prediction with 1.9M reactions from USPTO patents (1976-2016). Predict the product of the given reaction. (1) Given the reactants [N:1]([CH2:4][C@@H:5]([C:14]1[CH:23]=[CH:22][C:21]([O:24]CC2C=CC=CC=2)=[C:20]2[C:15]=1[CH:16]=[CH:17][C:18](=[O:32])[NH:19]2)[O:6][Si:7]([C:10]([CH3:13])([CH3:12])[CH3:11])([CH3:9])[CH3:8])=[N+]=[N-].CC1CC=CCC=1, predict the reaction product. The product is: [NH2:1][CH2:4][C@@H:5]([C:14]1[CH:23]=[CH:22][C:21]([OH:24])=[C:20]2[C:15]=1[CH:16]=[CH:17][C:18](=[O:32])[NH:19]2)[O:6][Si:7]([C:10]([CH3:13])([CH3:12])[CH3:11])([CH3:9])[CH3:8]. (2) Given the reactants C(O)(=O)C.[NH2:5][CH:6]([C:9]1[CH:14]=[CH:13][C:12]([O:15][CH3:16])=[C:11]([O:17][CH2:18][CH3:19])[CH:10]=1)[C:7]#[N:8].C([O-])(=O)C.[Na+].[N+:25]([C:28]1[CH:38]=[CH:37][CH:36]=[C:30]2[C:31]([O:33][C:34](=O)[C:29]=12)=[O:32])([O-:27])=[O:26], predict the reaction product. The product is: [N+:25]([C:28]1[CH:38]=[CH:37][CH:36]=[C:30]2[C:29]=1[C:34](=[O:33])[N:5]([CH:6]([C:9]1[CH:14]=[CH:13][C:12]([O:15][CH3:16])=[C:11]([O:17][CH2:18][CH3:19])[CH:10]=1)[C:7]#[N:8])[C:31]2=[O:32])([O-:27])=[O:26]. (3) Given the reactants [CH:1]1([CH2:4][O:5][C:6]2[C:7](I)=[N:8][C:9]([S:12]([CH2:15][CH3:16])(=[O:14])=[O:13])=[CH:10][CH:11]=2)[CH2:3][CH2:2]1.[CH3:18][N:19]1[CH:28]=[C:27](B2OC(C)(C)C(C)(C)O2)[C:26]2[C:21](=[CH:22][CH:23]=[CH:24][CH:25]=2)[C:20]1=[O:38].[O-]P([O-])([O-])=O.[K+].[K+].[K+], predict the reaction product. The product is: [CH:1]1([CH2:4][O:5][C:6]2[C:7]([C:27]3[C:26]4[C:21](=[CH:22][CH:23]=[CH:24][CH:25]=4)[C:20](=[O:38])[N:19]([CH3:18])[CH:28]=3)=[N:8][C:9]([S:12]([CH2:15][CH3:16])(=[O:14])=[O:13])=[CH:10][CH:11]=2)[CH2:3][CH2:2]1. (4) Given the reactants [Cl:1][C:2]1[CH:3]=[C:4]([CH:7]=[CH:8][C:9]=1F)[C:5]#[N:6].[NH:11]1[CH2:16][CH2:15][NH:14][CH2:13][CH2:12]1.C(=O)([O-])[O-].[K+].[K+], predict the reaction product. The product is: [Cl:1][C:2]1[CH:3]=[C:4]([CH:7]=[CH:8][C:9]=1[N:11]1[CH2:16][CH2:15][NH:14][CH2:13][CH2:12]1)[C:5]#[N:6]. (5) The product is: [N:25]1[CH:26]=[CH:27][C:22]([CH:9]([C:6]2[CH:7]=[N:8][C:3]([C:2]([F:12])([F:1])[F:13])=[CH:4][CH:5]=2)[C:10]#[N:11])=[CH:23][CH:24]=1. Given the reactants [F:1][C:2]([F:13])([F:12])[C:3]1[N:8]=[CH:7][C:6]([CH2:9][C:10]#[N:11])=[CH:5][CH:4]=1.CC([O-])(C)C.[K+].Cl.Br[C:22]1[CH:27]=[CH:26][N:25]=[CH:24][CH:23]=1.[NH4+].[Cl-], predict the reaction product.